From a dataset of Peptide-MHC class I binding affinity with 185,985 pairs from IEDB/IMGT. Regression. Given a peptide amino acid sequence and an MHC pseudo amino acid sequence, predict their binding affinity value. This is MHC class I binding data. (1) The peptide sequence is TVANNPDDK. The MHC is HLA-B58:01 with pseudo-sequence HLA-B58:01. The binding affinity (normalized) is 0.0847. (2) The binding affinity (normalized) is 0. The peptide sequence is KAEVSMHEV. The MHC is HLA-A23:01 with pseudo-sequence HLA-A23:01. (3) The peptide sequence is VLSIAPIMF. The MHC is Mamu-A02 with pseudo-sequence Mamu-A02. The binding affinity (normalized) is 0.579. (4) The peptide sequence is GYVIGCYGSL. The MHC is H-2-Kd with pseudo-sequence H-2-Kd. The binding affinity (normalized) is 0.213. (5) The binding affinity (normalized) is 0.0847. The peptide sequence is VKKLWGHLP. The MHC is HLA-B58:01 with pseudo-sequence HLA-B58:01. (6) The peptide sequence is VGNVYVKF. The MHC is HLA-B44:02 with pseudo-sequence HLA-B44:02. The binding affinity (normalized) is 0.146.